Dataset: Full USPTO retrosynthesis dataset with 1.9M reactions from patents (1976-2016). Task: Predict the reactants needed to synthesize the given product. (1) Given the product [N:8]1[C:7]2[CH:6]=[CH:5][N:4]=[CH:3][C:2]=2[S:10][C:9]=1[NH:11][C@H:12]1[CH2:16][CH2:15][CH2:14][C@@H:13]1[NH:17][C:18](=[O:30])[C:19]1[CH:24]=[CH:23][CH:22]=[CH:21][C:20]=1[N:25]1[N:29]=[CH:28][CH:27]=[N:26]1, predict the reactants needed to synthesize it. The reactants are: I[C:2]1[CH:3]=[N:4][CH:5]=[CH:6][C:7]=1[NH:8][C:9]([NH:11][C@H:12]1[CH2:16][CH2:15][CH2:14][C@@H:13]1[NH:17][C:18](=[O:30])[C:19]1[CH:24]=[CH:23][CH:22]=[CH:21][C:20]=1[N:25]1[N:29]=[CH:28][CH:27]=[N:26]1)=[S:10].N1C2C(=CC=C3C=2N=CC=C3)C=CC=1. (2) Given the product [CH3:1][N:2]1[C:6]([C:22]([OH:24])=[O:23])=[CH:5][C:4]([C:7]([F:12])([F:13])[C:8]([F:9])([F:10])[F:11])=[N:3]1, predict the reactants needed to synthesize it. The reactants are: [CH3:1][N:2]1[CH:6]=[CH:5][C:4]([C:7]([F:13])([F:12])[C:8]([F:11])([F:10])[F:9])=[N:3]1.C([N-]C(C)C)(C)C.[Li+].[C:22](=[O:24])=[O:23].[OH-].[Na+]. (3) Given the product [OH:17][C@@H:16]([C:18]1[CH:23]=[CH:22][CH:21]=[CH:20][CH:19]=1)[C@@H:15]([NH:14][C:11]([C:9]1[NH:8][C:5]2=[CH:6][N:7]=[C:2]([Cl:1])[CH:3]=[C:4]2[CH:10]=1)=[O:13])[CH2:24][O:25][CH3:26], predict the reactants needed to synthesize it. The reactants are: [Cl:1][C:2]1[CH:3]=[C:4]2[CH:10]=[C:9]([C:11]([OH:13])=O)[NH:8][C:5]2=[CH:6][N:7]=1.[NH2:14][C@@H:15]([CH2:24][O:25][CH3:26])[C@H:16]([C:18]1[CH:23]=[CH:22][CH:21]=[CH:20][CH:19]=1)[OH:17].C1C=CC2N(O)N=NC=2C=1.CCN(C(C)C)C(C)C.CCN=C=NCCCN(C)C. (4) Given the product [CH2:34]([O:33][C:2]1[N:7]=[CH:6][C:5]([S:8]([C:11]2[N:15]([C:16]3[CH:21]=[CH:20][CH:19]=[CH:18][C:17]=3[F:22])[N:14]=[C:13]([CH2:23][N:24]([CH3:32])[C:25](=[O:31])[O:26][C:27]([CH3:30])([CH3:29])[CH3:28])[CH:12]=2)(=[O:10])=[O:9])=[CH:4][CH:3]=1)[CH3:35], predict the reactants needed to synthesize it. The reactants are: Cl[C:2]1[N:7]=[CH:6][C:5]([S:8]([C:11]2[N:15]([C:16]3[CH:21]=[CH:20][CH:19]=[CH:18][C:17]=3[F:22])[N:14]=[C:13]([CH2:23][N:24]([CH3:32])[C:25](=[O:31])[O:26][C:27]([CH3:30])([CH3:29])[CH3:28])[CH:12]=2)(=[O:10])=[O:9])=[CH:4][CH:3]=1.[O-:33][CH2:34][CH3:35].[Na+]. (5) Given the product [C:37]([NH:40][NH:22][C:20]([C@@H:18]1[O:17][CH2:16][C@:14]2([C:29]3[CH:34]=[CH:33][C:32]([F:35])=[CH:31][C:30]=3[F:36])[N:15]=[C:10]([NH:9][C:1](=[O:8])[C:2]3[CH:3]=[CH:4][CH:5]=[CH:6][CH:7]=3)[S:11][CH2:12][C@@H:13]2[CH2:19]1)=[O:21])(=[O:39])[CH3:38], predict the reactants needed to synthesize it. The reactants are: [C:1]([NH:9][C:10]1[S:11][CH2:12][C@@H:13]2[CH2:19][C@H:18]([C:20]([NH:22]CC(OC)OC)=[O:21])[O:17][CH2:16][C@:14]2([C:29]2[CH:34]=[CH:33][C:32]([F:35])=[CH:31][C:30]=2[F:36])[N:15]=1)(=[O:8])[C:2]1[CH:7]=[CH:6][CH:5]=[CH:4][CH:3]=1.[C:37]([NH:40]N)(=[O:39])[CH3:38]. (6) Given the product [Si:54]([O:53][CH2:52][C:51]([C:17]1[CH:18]=[C:19]([NH:20][C:21]([NH:22][C@@H:23]2[C:32]3[C:27](=[CH:28][CH:29]=[CH:30][CH:31]=3)[C@H:26]([O:33][C:34]3[CH:35]=[CH:36][C:37]4[N:38]([C:40]([N:43]5[CH2:48][CH2:47][CH2:46][CH2:45][C@@H:44]5[CH3:49])=[N:41][N:42]=4)[CH:39]=3)[CH2:25][CH2:24]2)=[O:50])[N:15]([C:11]2[CH:12]=[CH:13][CH:14]=[C:9]([O:8][CH2:7][CH2:6][N:74]([CH3:75])[CH3:73])[CH:10]=2)[N:16]=1)([CH3:71])[CH3:72])([C:67]([CH3:68])([CH3:69])[CH3:70])([C:61]1[CH:66]=[CH:65][CH:64]=[CH:63][CH:62]=1)[C:55]1[CH:60]=[CH:59][CH:58]=[CH:57][CH:56]=1, predict the reactants needed to synthesize it. The reactants are: CS(O[CH2:6][CH2:7][O:8][C:9]1[CH:14]=[CH:13][CH:12]=[C:11]([N:15]2[C:19]([NH:20][C:21](=[O:50])[NH:22][C@@H:23]3[C:32]4[C:27](=[CH:28][CH:29]=[CH:30][CH:31]=4)[C@H:26]([O:33][C:34]4[CH:35]=[CH:36][C:37]5[N:38]([C:40]([N:43]6[CH2:48][CH2:47][CH2:46][CH2:45][C@@H:44]6[CH3:49])=[N:41][N:42]=5)[CH:39]=4)[CH2:25][CH2:24]3)=[CH:18][C:17]([C:51]([CH3:72])([CH3:71])[CH2:52][O:53][Si:54]([C:67]([CH3:70])([CH3:69])[CH3:68])([C:61]3[CH:66]=[CH:65][CH:64]=[CH:63][CH:62]=3)[C:55]3[CH:60]=[CH:59][CH:58]=[CH:57][CH:56]=3)=[N:16]2)[CH:10]=1)(=O)=O.[CH3:73][NH:74][CH3:75]. (7) Given the product [N:15]1[CH:14]=[CH:13][CH:12]=[N:11][C:10]=1[CH:9]1[N:8]([CH3:16])[C:2](=[O:1])[C:3]([OH:5])=[C:24]2[CH:25]1[CH2:26][CH2:27][N:22]([CH2:21][C:20]1[CH:19]=[CH:18][C:31]([F:32])=[CH:30][CH:29]=1)[C:23]2=[O:28], predict the reactants needed to synthesize it. The reactants are: [O:1]=[C:2]([N:8]([CH3:16])[CH2:9][C:10]1[N:15]=[CH:14][CH:13]=[CH:12][N:11]=1)[C:3]([O:5]CC)=O.Cl[C:18]1[CH:19]=[C:20]([CH:29]=[CH:30][C:31]=1[F:32])[CH2:21][N:22]1[CH2:27][CH2:26][CH:25]=[CH:24][C:23]1=[O:28].[Li+].C[Si]([N-][Si](C)(C)C)(C)C. (8) Given the product [C:1]([NH:5][S:6]([C:9]1[C:18]2[C:13](=[CH:14][CH:15]=[CH:16][CH:17]=2)[C:12]([N:19]2[C:28]([CH2:27][CH:21]3[CH2:26][CH2:25][CH2:24][CH2:23][CH2:22]3)=[CH:29][C:30]([C:31]([O:33][CH2:34][CH3:35])=[O:32])=[N:20]2)=[CH:11][CH:10]=1)(=[O:8])=[O:7])([CH3:4])([CH3:2])[CH3:3], predict the reactants needed to synthesize it. The reactants are: [C:1]([NH:5][S:6]([C:9]1[C:18]2[C:13](=[CH:14][CH:15]=[CH:16][CH:17]=2)[C:12]([NH:19][NH2:20])=[CH:11][CH:10]=1)(=[O:8])=[O:7])([CH3:4])([CH3:3])[CH3:2].[CH:21]1([CH2:27][C:28](=O)[CH2:29][C:30](=O)[C:31]([O:33][CH2:34][CH3:35])=[O:32])[CH2:26][CH2:25][CH2:24][CH2:23][CH2:22]1. (9) Given the product [CH3:28][O:29][CH2:30][CH2:31][C:32]1[N:12]([CH2:13][CH2:14][CH2:15][N:16]2[CH2:20][CH2:19][CH2:18][C:17]2=[O:21])[C:11]2[C:10]3[CH:9]=[CH:8][C:7]([C:22]4[CH:27]=[CH:26][CH:25]=[CH:24][CH:23]=4)=[CH:6][C:5]=3[N:4]=[CH:3][C:2]=2[N:1]=1, predict the reactants needed to synthesize it. The reactants are: [NH2:1][C:2]1[CH:3]=[N:4][C:5]2[C:10]([C:11]=1[NH:12][CH2:13][CH2:14][CH2:15][N:16]1[CH2:20][CH2:19][CH2:18][C:17]1=[O:21])=[CH:9][CH:8]=[C:7]([C:22]1[CH:27]=[CH:26][CH:25]=[CH:24][CH:23]=1)[CH:6]=2.[CH3:28][O:29][CH2:30][CH2:31][C:32](Cl)=O. (10) Given the product [CH2:1]([O:4][N:5]=[C:6]1[CH2:10][N:9]([C:11](=[O:13])[CH2:27][O:26][C:25]2[CH:31]=[CH:32][C:22]([Cl:21])=[CH:23][CH:24]=2)[C@H:8]([C:18]([NH:48][C:44]2[CH:45]=[CH:46][C:47]3[N:35]([CH2:33][CH3:34])[C:36]4[C:41]([C:42]=3[CH:43]=2)=[CH:40][CH:39]=[CH:38][CH:37]=4)=[O:20])[CH2:7]1)[CH:2]=[CH2:3], predict the reactants needed to synthesize it. The reactants are: [CH2:1]([O:4][N:5]=[C:6]1[CH2:10][N:9]([C:11]([O:13]C(C)(C)C)=O)[C@H:8]([C:18]([OH:20])=O)[CH2:7]1)[CH:2]=[CH2:3].[Cl:21][C:22]1[CH:32]=[CH:31][C:25]([O:26][CH2:27]C(Cl)=O)=[CH:24][CH:23]=1.[CH2:33]([N:35]1[C:47]2[CH:46]=[CH:45][C:44]([NH2:48])=[CH:43][C:42]=2[C:41]2[C:36]1=[CH:37][CH:38]=[CH:39][CH:40]=2)[CH3:34].